This data is from NCI-60 drug combinations with 297,098 pairs across 59 cell lines. The task is: Regression. Given two drug SMILES strings and cell line genomic features, predict the synergy score measuring deviation from expected non-interaction effect. Drug 1: CCCS(=O)(=O)NC1=C(C(=C(C=C1)F)C(=O)C2=CNC3=C2C=C(C=N3)C4=CC=C(C=C4)Cl)F. Drug 2: C1=NNC2=C1C(=O)NC=N2. Cell line: SK-OV-3. Synergy scores: CSS=2.83, Synergy_ZIP=0.518, Synergy_Bliss=2.54, Synergy_Loewe=1.18, Synergy_HSA=1.47.